From a dataset of Forward reaction prediction with 1.9M reactions from USPTO patents (1976-2016). Predict the product of the given reaction. (1) The product is: [NH2:15][CH:12]1[CH2:11][CH2:10][CH:9]([N:8]([CH2:23][CH3:24])[C:6]2[C:5]([CH2:25][CH3:26])=[C:4]([CH:3]=[C:2]([Cl:1])[CH:7]=2)[C:27]([NH:28][CH2:29][C:30]2[C:31](=[O:38])[NH:32][C:33]([CH3:37])=[CH:34][C:35]=2[CH3:36])=[O:39])[CH2:14][CH2:13]1. Given the reactants [Cl:1][C:2]1[CH:3]=[C:4]([C:27](=[O:39])[NH:28][CH2:29][C:30]2[C:31](=[O:38])[NH:32][C:33]([CH3:37])=[CH:34][C:35]=2[CH3:36])[C:5]([CH2:25][CH3:26])=[C:6]([N:8]([CH2:23][CH3:24])[CH:9]2[CH2:14][CH2:13][CH:12]([NH:15]C(=O)OC(C)(C)C)[CH2:11][CH2:10]2)[CH:7]=1.FC(F)(F)C(O)=O, predict the reaction product. (2) Given the reactants [CH3:1][O:2][C:3](=[O:15])[C:4]1[C:9]([Cl:10])=[CH:8][C:7]([Cl:11])=[C:6]([O:12][CH3:13])[C:5]=1[NH2:14].[CH:16](OCC)(OCC)[O:17][CH2:18][CH3:19], predict the reaction product. The product is: [CH3:1][O:2][C:3](=[O:15])[C:4]1[C:9]([Cl:10])=[CH:8][C:7]([Cl:11])=[C:6]([O:12][CH3:13])[C:5]=1[N:14]=[CH:16][O:17][CH2:18][CH3:19]. (3) Given the reactants [OH:1][C:2]1[CH:6]([C:7]2[CH:12]=[CH:11][CH:10]=[CH:9][CH:8]=2)[CH2:5][C:4](=[O:13])[CH:3]=1.[NH:14]1[CH:18]=[CH:17][N:16]=[C:15]1[CH:19]=O.[NH:21]1[C:29]2[C:24](=[CH:25][CH:26]=[CH:27][CH:28]=2)[C:23]([CH2:30][CH2:31][NH:32][C:33](=[O:35])[CH3:34])=[CH:22]1, predict the reaction product. The product is: [OH:1][C:2]1[CH:6]([C:7]2[CH:12]=[CH:11][CH:10]=[CH:9][CH:8]=2)[CH2:5][C:4](=[O:13])[C:3]=1[CH:19]([C:15]1[NH:14][CH:18]=[CH:17][N:16]=1)[C:22]1[NH:21][C:29]2[C:24]([C:23]=1[CH2:30][CH2:31][NH:32][C:33](=[O:35])[CH3:34])=[CH:25][CH:26]=[CH:27][CH:28]=2. (4) Given the reactants [C:1]12([CH2:12][C:11](=[O:13])[O:10][C:8](=[O:9])[CH2:7]1)[CH2:6][CH2:5][CH2:4][CH2:3][CH2:2]2.N1C=CC=CC=1.[CH2:20]([OH:27])[C:21]1[CH:26]=[CH:25][CH:24]=[CH:23][CH:22]=1.C1(C)C=CC=CC=1, predict the reaction product. The product is: [CH2:20]([O:27][C:11]([CH2:12][C:1]1([CH2:7][C:8]([OH:10])=[O:9])[CH2:6][CH2:5][CH2:4][CH2:3][CH2:2]1)=[O:13])[C:21]1[CH:26]=[CH:25][CH:24]=[CH:23][CH:22]=1. (5) Given the reactants [CH2:1]([O:8][C:9]1[CH:14]=[CH:13][C:12]([CH2:15][CH:16]([O:20][CH2:21][CH3:22])[C:17]([OH:19])=[O:18])=[CH:11][CH:10]=1)[C:2]1[CH:7]=[CH:6][CH:5]=[CH:4][CH:3]=1.C(Cl)CCl.C(N(C(C)C)CC)(C)C.[CH:36]1[CH:41]=[CH:40][C:39]([CH:42]([NH2:45])[CH2:43][OH:44])=[CH:38][CH:37]=1, predict the reaction product. The product is: [CH2:1]([O:8][C:9]1[CH:10]=[CH:11][C:12]([CH2:15][C@H:16]([O:20][CH2:21][CH3:22])[C:17]([NH:45][C@H:42]([C:39]2[CH:40]=[CH:41][CH:36]=[CH:37][CH:38]=2)[CH2:43][OH:44])=[O:19])=[CH:13][CH:14]=1)[C:2]1[CH:3]=[CH:4][CH:5]=[CH:6][CH:7]=1.[CH2:1]([O:8][C:9]1[CH:14]=[CH:13][C:12]([CH2:15][C@@H:16]([O:20][CH2:21][CH3:22])[C:17]([NH:45][C@H:42]([C:39]2[CH:40]=[CH:41][CH:36]=[CH:37][CH:38]=2)[CH2:43][OH:44])=[O:18])=[CH:11][CH:10]=1)[C:2]1[CH:3]=[CH:4][CH:5]=[CH:6][CH:7]=1. (6) Given the reactants [Br:1][C:2]1[CH:7]=[CH:6][CH:5]=[CH:4][C:3]=1[C:8]1[NH:12][N:11]=[N:10][N:9]=1.C(=O)([O-])[O-].[K+].[K+].Cl[CH2:20][C:21]([N:23]1[CH2:28][CH2:27][N:26]([C:29]2[CH:34]=[CH:33][C:32]([Cl:35])=[CH:31][CH:30]=2)[CH2:25][CH2:24]1)=[O:22], predict the reaction product. The product is: [Br:1][C:2]1[CH:7]=[CH:6][CH:5]=[CH:4][C:3]=1[C:8]1[N:12]([CH2:20][C:21]([N:23]2[CH2:24][CH2:25][N:26]([C:29]3[CH:34]=[CH:33][C:32]([Cl:35])=[CH:31][CH:30]=3)[CH2:27][CH2:28]2)=[O:22])[N:11]=[N:10][N:9]=1. (7) Given the reactants [CH2:1]([O:3][C:4](=[O:8])[C@@H:5]1[O:7][CH2:6]1)[CH3:2].[Cl-].[NH4+].[N-:11]=[N+:12]=[N-:13].[Na+], predict the reaction product. The product is: [CH2:1]([O:3][C:4](=[O:8])[C@H:5]([OH:7])[CH2:6][N:11]=[N+:12]=[N-:13])[CH3:2]. (8) Given the reactants [NH2:1][C:2]1[CH:3]=[C:4]2[C:10](=[CH:11][CH:12]=1)[CH:9]1[CH2:13][CH2:14][CH:5]2[CH2:6][N:7]([C:15](=[O:20])[C:16]([F:19])([F:18])[F:17])[CH2:8]1.Cl[C:22]1[N:27]=[C:26]([NH:28][C@@H:29]2[CH2:34][CH2:33][CH2:32][CH2:31][C@H:30]2[NH:35][S:36]([CH3:39])(=[O:38])=[O:37])[C:25]([Cl:40])=[CH:24][N:23]=1, predict the reaction product. The product is: [Cl:40][C:25]1[C:26]([NH:28][C@@H:29]2[CH2:34][CH2:33][CH2:32][CH2:31][C@H:30]2[NH:35][S:36]([CH3:39])(=[O:38])=[O:37])=[N:27][C:22]([NH:1][C:2]2[CH:3]=[C:4]3[C:10](=[CH:11][CH:12]=2)[CH:9]2[CH2:13][CH2:14][CH:5]3[CH2:6][N:7]([C:15](=[O:20])[C:16]([F:19])([F:17])[F:18])[CH2:8]2)=[N:23][CH:24]=1. (9) Given the reactants C([O:4][C@@H:5]1[C@@H:10]([O:11]C(=O)C)[C@@H:9]([O:15]C(=O)C)[C@@H:8]([CH2:19][O:20]C(=O)C)[O:7][C@H:6]1[O:24][C:25]1[C:29]([CH2:30][C:31]2[CH:36]=[CH:35][C:34]([CH2:37][CH2:38][CH2:39][CH2:40][C:41](=[O:49])[NH:42][C:43]([C:46](O)=[O:47])([CH3:45])[CH3:44])=[CH:33][CH:32]=2)=[C:28]([CH:50]([CH3:52])[CH3:51])[NH:27][N:26]=1)(=O)C.[CH3:53][N:54]1[CH2:59][CH2:58][NH:57][CH2:56][CH2:55]1.NC(C)(C)C(N)=O, predict the reaction product. The product is: [C@@H:6]1([O:24][C:25]2[C:29]([CH2:30][C:31]3[CH:32]=[CH:33][C:34]([CH2:37][CH2:38][CH2:39][CH2:40][C:41](=[O:49])[NH:42][C:43]([C:46]([N:57]4[CH2:58][CH2:59][N:54]([CH3:53])[CH2:55][CH2:56]4)=[O:47])([CH3:45])[CH3:44])=[CH:35][CH:36]=3)=[C:28]([CH:50]([CH3:52])[CH3:51])[NH:27][N:26]=2)[O:7][C@H:8]([CH2:19][OH:20])[C@H:9]([OH:15])[C@H:10]([OH:11])[C@H:5]1[OH:4]. (10) Given the reactants [CH3:1][S:2](Cl)(=[O:4])=[O:3].[CH2:6]([N:13]([C:19]1[CH:24]=[CH:23][C:22]([C:25]([F:28])([F:27])[F:26])=[CH:21][C:20]=1[N+:29]([O-:31])=[O:30])[C@@H:14]([CH2:17][CH3:18])[CH2:15][OH:16])[C:7]1[CH:12]=[CH:11][CH:10]=[CH:9][CH:8]=1.N1C=CC=CC=1, predict the reaction product. The product is: [CH3:1][S:2]([O:16][CH2:15][C@@H:14]([N:13]([CH2:6][C:7]1[CH:12]=[CH:11][CH:10]=[CH:9][CH:8]=1)[C:19]1[CH:24]=[CH:23][C:22]([C:25]([F:28])([F:27])[F:26])=[CH:21][C:20]=1[N+:29]([O-:31])=[O:30])[CH2:17][CH3:18])(=[O:4])=[O:3].